This data is from Forward reaction prediction with 1.9M reactions from USPTO patents (1976-2016). The task is: Predict the product of the given reaction. (1) Given the reactants Cl[C:2]([O:4][CH2:5][CH3:6])=[O:3].C([N:14]1[CH2:19][CH2:18][C:17](=[O:20])[CH:16]([CH2:21][CH3:22])[CH2:15]1)C1C=CC=CC=1, predict the reaction product. The product is: [C:2]([N:14]1[CH2:19][CH2:18][C:17](=[O:20])[CH:16]([CH2:21][CH3:22])[CH2:15]1)([O:4][CH2:5][CH3:6])=[O:3]. (2) Given the reactants [C:1]([OH:6])(=[O:5])[C:2]([OH:4])=[O:3].[CH2:7]([O:14][NH:15][CH:16]1[CH2:21][NH:20][C@H:19]([C:22]#[N:23])[CH2:18][CH2:17]1)[C:8]1[CH:13]=[CH:12][CH:11]=[CH:10][CH:9]=1, predict the reaction product. The product is: [C:1]([OH:6])(=[O:5])[C:2]([OH:4])=[O:3].[CH2:7]([O:14][NH:15][C@H:16]1[CH2:21][NH:20][C@H:19]([C:22]#[N:23])[CH2:18][CH2:17]1)[C:8]1[CH:13]=[CH:12][CH:11]=[CH:10][CH:9]=1. (3) Given the reactants [NH2:1][C:2]1[CH:3]=[C:4]([S:21]([OH:24])(=[O:23])=[O:22])[C:5]([CH:8]=[CH:9][C:10]2[C:11]([S:17]([OH:20])(=[O:19])=[O:18])=[CH:12][C:13]([NH2:16])=[CH:14][CH:15]=2)=[CH:6][CH:7]=1.[C:25](=[O:28])([O-:27])[O-].[Na+].[Na+].Cl[C:32]([O:34][CH2:35][CH:36]1[C:48]2[CH:47]=[CH:46][CH:45]=[CH:44][C:43]=2[C:42]2[C:37]1=[CH:38][CH:39]=[CH:40][CH:41]=2)=[O:33], predict the reaction product. The product is: [CH:8](/[C:5]1[CH:6]=[CH:7][C:2]([NH:1][C:32]([O:34][CH2:35][CH:36]2[C:48]3[CH:47]=[CH:46][CH:45]=[CH:44][C:43]=3[C:42]3[C:37]2=[CH:38][CH:39]=[CH:40][CH:41]=3)=[O:33])=[CH:3][C:4]=1[S:21]([OH:24])(=[O:23])=[O:22])=[CH:9]\[C:10]1[CH:15]=[CH:14][C:13]([NH:16][C:25]([O:27][CH2:35][CH:36]2[C:37]3[CH:38]=[CH:39][CH:40]=[CH:41][C:42]=3[C:43]3[C:48]2=[CH:47][CH:46]=[CH:45][CH:44]=3)=[O:28])=[CH:12][C:11]=1[S:17]([OH:20])(=[O:19])=[O:18]. (4) Given the reactants [C:1]1([C:29]2[CH:34]=[CH:33][CH:32]=[CH:31][CH:30]=2)[CH:6]=[CH:5][C:4]([N:7]=[C:8]([C:10]2[CH:15]=[CH:14][C:13]([C:16]([OH:18])=O)=[C:12](/[N:19]=[C:20](\[O-:28])/[CH2:21][N:22]3CCOCC3)[CH:11]=2)[O-:9])=[CH:3][CH:2]=1.[Li+].[Li+].CN.[CH2:39]1[CH2:43][O:42][CH2:41][CH2:40]1.F[P-](F)(F)(F)(F)F.[N:51]1(O[P+](N2CCCC2)(N2CCCC2)N2CCCC2)[C:55]2C=CC=CC=2N=N1.C(N(C(C)C)CC)(C)C, predict the reaction product. The product is: [C:1]1([C:29]2[CH:34]=[CH:33][CH:32]=[CH:31][CH:30]=2)[CH:2]=[CH:3][C:4]([NH:7][C:8](=[O:9])[C:10]2[CH:15]=[CH:14][C:13]([C:16]([NH:51][CH3:55])=[O:18])=[C:12]([NH:19][C:20](=[O:28])[CH2:21][N:22]3[CH2:39][CH2:43][O:42][CH2:41][CH2:40]3)[CH:11]=2)=[CH:5][CH:6]=1.